From a dataset of Reaction yield outcomes from USPTO patents with 853,638 reactions. Predict the reaction yield, written as a fraction of the theoretical maximum amount of product (1.0 means a 100% yield; for example, 0.34 means a 34% yield). The reactants are [CH2:1]([C:3]1[O:4][C:5]([C:20]2[CH:25]=[CH:24][C:23]([C:26]([F:29])([F:28])[F:27])=[CH:22][CH:21]=2)=[CH:6][C:7]=1[CH2:8][O:9][C:10]1[CH:19]=[CH:18][C:13]([C:14]([O:16]C)=[O:15])=[CH:12][CH:11]=1)[CH3:2].[OH-].[Na+].O.Cl. The catalyst is CO.O1CCCC1. The product is [CH2:1]([C:3]1[O:4][C:5]([C:20]2[CH:21]=[CH:22][C:23]([C:26]([F:29])([F:27])[F:28])=[CH:24][CH:25]=2)=[CH:6][C:7]=1[CH2:8][O:9][C:10]1[CH:11]=[CH:12][C:13]([C:14]([OH:16])=[O:15])=[CH:18][CH:19]=1)[CH3:2]. The yield is 0.860.